Dataset: Full USPTO retrosynthesis dataset with 1.9M reactions from patents (1976-2016). Task: Predict the reactants needed to synthesize the given product. (1) Given the product [I-:1].[CH3:89][O:90][CH2:36][CH2:35][N:34]([CH2:33][CH2:32][O:31][CH3:30])[C:17]1[CH:16]=[C:15]([CH2:23][CH3:24])[C:14]2[C:19]([CH:18]=1)=[S+:20][C:21]1[C:12](=[C:11]([CH3:25])[CH:10]=[C:9]([N:8]3[CH2:7][CH2:6][N:60]([CH3:59])[CH2:27][CH2:26]3)[CH:22]=1)[N:13]=2, predict the reactants needed to synthesize it. The reactants are: [I-:1].[I-].[I-].CO[CH2:6][CH2:7][N:8]([CH2:26][CH2:27]OC)[C:9]1[CH:10]=[C:11]([CH3:25])[C:12]2[C:21]([CH:22]=1)=[S+:20][C:19]1[C:14](=[C:15]([CH2:23][CH3:24])[CH:16]=[CH:17][CH:18]=1)[N:13]=2.[CH3:30][O:31][CH2:32][CH2:33][N:34](C1C=C(C)C2C(C=1)=[S+]C1C(=C(CC)C=CC=1)N=2)[CH2:35][CH2:36]OC.COC[CH2:59][N:60](C1C=C(C)C2C(C=1)=[S+]C1C(=C(CC)C=CC=1)N=2)CCOC.CN1CCNCC1.[CH3:89][OH:90]. (2) Given the product [CH:1]1([N:4]([CH:5]2[CH2:10][CH2:9][N:8]([C:11]3[N:12]=[CH:13][C:14]([CH2:17][CH3:18])=[CH:15][N:16]=3)[CH2:7][CH2:6]2)[C:28](=[O:29])[C:27]2[CH:31]=[CH:32][C:24]([C:23]3[O:19][CH:20]=[N:21][CH:22]=3)=[N:25][CH:26]=2)[CH2:2][CH2:3]1, predict the reactants needed to synthesize it. The reactants are: [CH:1]1([NH:4][CH:5]2[CH2:10][CH2:9][N:8]([C:11]3[N:16]=[CH:15][C:14]([CH2:17][CH3:18])=[CH:13][N:12]=3)[CH2:7][CH2:6]2)[CH2:3][CH2:2]1.[O:19]1[C:23]([C:24]2[CH:32]=[CH:31][C:27]([C:28](O)=[O:29])=[CH:26][N:25]=2)=[CH:22][N:21]=[CH:20]1. (3) Given the product [CH:19]([O:18][C:5]1[CH:4]=[CH:3][C:2]([NH:28][C:26](=[O:27])[C:25]2[CH:29]=[CH:30][CH:31]=[CH:32][C:24]=2[C:23]([F:33])([F:34])[F:22])=[CH:7][C:6]=1[C:8]1[O:9][C:10]2[CH:16]=[CH:15][C:14]([CH3:17])=[CH:13][C:11]=2[N:12]=1)([CH3:21])[CH3:20], predict the reactants needed to synthesize it. The reactants are: I[C:2]1[CH:3]=[CH:4][C:5]([O:18][CH:19]([CH3:21])[CH3:20])=[C:6]([C:8]2[O:9][C:10]3[CH:16]=[CH:15][C:14]([CH3:17])=[CH:13][C:11]=3[N:12]=2)[CH:7]=1.[F:22][C:23]([F:34])([F:33])[C:24]1[CH:32]=[CH:31][CH:30]=[CH:29][C:25]=1[C:26]([NH2:28])=[O:27]. (4) The reactants are: [NH2:1][C:2]1[CH:3]=[C:4]2[C:8](=[CH:9][CH:10]=1)[NH:7][N:6]=[CH:5]2.[S-:11][C:12]#[N:13].[Na+].BrBr.O. Given the product [S:11]1[C:3]2[C:4]3[CH:5]=[N:6][NH:7][C:8]=3[CH:9]=[CH:10][C:2]=2[N:1]=[C:12]1[NH2:13], predict the reactants needed to synthesize it. (5) Given the product [CH:1]1(/[CH:5]=[C:10](\[CH2:11][CH2:12][CH2:13][CH2:14][CH3:15])/[C:8](=[O:7])[CH3:9])[CH2:2][CH2:3][CH2:4]1, predict the reactants needed to synthesize it. The reactants are: [CH:1]1([CH:5]=O)[CH2:4][CH2:3][CH2:2]1.[O:7]=[C:8]([CH:10](P(=O)(OCC)OCC)[CH2:11][CH2:12][CH2:13][CH2:14][CH3:15])[CH3:9]. (6) Given the product [C:1]1([CH3:11])[CH:6]=[CH:5][CH:4]=[CH:3][C:2]=1[NH:7][C:8]([NH:10][C:19]([NH:18][CH2:21][CH2:22][C:23]1[CH:28]=[CH:27][CH:26]=[C:25]([C:29]2[N:33]=[CH:32][N:31]([C:34]3[CH:39]=[CH:38][C:37]([O:40][C:41]([F:44])([F:42])[F:43])=[CH:36][CH:35]=3)[N:30]=2)[CH:24]=1)=[O:20])=[S:9], predict the reactants needed to synthesize it. The reactants are: [C:1]1([CH3:11])[CH:6]=[CH:5][CH:4]=[CH:3][C:2]=1[NH:7][C:8]([NH2:10])=[S:9].C(=O)([O-])[O-].[Cs+].[Cs+].[N:18]([CH2:21][CH2:22][C:23]1[CH:24]=[C:25]([C:29]2[N:33]=[CH:32][N:31]([C:34]3[CH:39]=[CH:38][C:37]([O:40][C:41]([F:44])([F:43])[F:42])=[CH:36][CH:35]=3)[N:30]=2)[CH:26]=[CH:27][CH:28]=1)=[C:19]=[O:20]. (7) Given the product [CH3:17][O:16][C:10]1[CH:9]=[C:8]([C:6]2[N:7]=[C:2]([NH:39][C:36]3[CH:37]=[C:38]4[C:33]([CH:32]=[N:31][NH:30]4)=[CH:34][CH:35]=3)[C:3]3[NH:20][N:19]=[CH:18][C:4]=3[N:5]=2)[CH:13]=[CH:12][C:11]=1[O:14][CH3:15], predict the reactants needed to synthesize it. The reactants are: Cl[C:2]1[C:3]2[C:4](=[CH:18][N:19](CC3C=CC(OC)=CC=3)[N:20]=2)[N:5]=[C:6]([C:8]2[CH:13]=[CH:12][C:11]([O:14][CH3:15])=[C:10]([O:16][CH3:17])[CH:9]=2)[N:7]=1.[NH:30]1[C:38]2[C:33](=[CH:34][CH:35]=[C:36]([NH2:39])[CH:37]=2)[CH:32]=[N:31]1.Cl.